Task: Regression. Given two drug SMILES strings and cell line genomic features, predict the synergy score measuring deviation from expected non-interaction effect.. Dataset: NCI-60 drug combinations with 297,098 pairs across 59 cell lines (1) Cell line: SR. Synergy scores: CSS=66.7, Synergy_ZIP=1.29, Synergy_Bliss=2.33, Synergy_Loewe=3.78, Synergy_HSA=3.96. Drug 1: CC1=C2C(C(=O)C3(C(CC4C(C3C(C(C2(C)C)(CC1OC(=O)C(C(C5=CC=CC=C5)NC(=O)OC(C)(C)C)O)O)OC(=O)C6=CC=CC=C6)(CO4)OC(=O)C)O)C)O. Drug 2: C1=NC(=NC(=O)N1C2C(C(C(O2)CO)O)O)N. (2) Drug 1: CC12CCC3C(C1CCC2=O)CC(=C)C4=CC(=O)C=CC34C. Drug 2: C1=CN(C=N1)CC(O)(P(=O)(O)O)P(=O)(O)O. Synergy scores: CSS=15.4, Synergy_ZIP=-17.8, Synergy_Bliss=-33.1, Synergy_Loewe=-27.6, Synergy_HSA=-29.1. Cell line: KM12. (3) Drug 1: C1=CC(=CC=C1C#N)C(C2=CC=C(C=C2)C#N)N3C=NC=N3. Drug 2: CS(=O)(=O)CCNCC1=CC=C(O1)C2=CC3=C(C=C2)N=CN=C3NC4=CC(=C(C=C4)OCC5=CC(=CC=C5)F)Cl. Cell line: OVCAR3. Synergy scores: CSS=16.1, Synergy_ZIP=-6.40, Synergy_Bliss=-6.11, Synergy_Loewe=-4.36, Synergy_HSA=-4.22. (4) Drug 1: CC12CCC3C(C1CCC2=O)CC(=C)C4=CC(=O)C=CC34C. Drug 2: CC(C)NC(=O)C1=CC=C(C=C1)CNNC.Cl. Cell line: HS 578T. Synergy scores: CSS=44.9, Synergy_ZIP=2.46, Synergy_Bliss=3.16, Synergy_Loewe=0.866, Synergy_HSA=0.625. (5) Cell line: UACC62. Drug 1: COC1=C(C=C2C(=C1)N=CN=C2NC3=CC(=C(C=C3)F)Cl)OCCCN4CCOCC4. Synergy scores: CSS=17.2, Synergy_ZIP=-1.60, Synergy_Bliss=-0.313, Synergy_Loewe=-1.07, Synergy_HSA=-0.714. Drug 2: CN(CCCl)CCCl.Cl. (6) Drug 1: CC1=C(C=C(C=C1)NC2=NC=CC(=N2)N(C)C3=CC4=NN(C(=C4C=C3)C)C)S(=O)(=O)N.Cl. Drug 2: CC(C)NC(=O)C1=CC=C(C=C1)CNNC.Cl. Cell line: OVCAR-4. Synergy scores: CSS=2.29, Synergy_ZIP=-1.40, Synergy_Bliss=-2.27, Synergy_Loewe=-2.02, Synergy_HSA=-2.23. (7) Drug 1: CC12CCC(CC1=CCC3C2CCC4(C3CC=C4C5=CN=CC=C5)C)O. Drug 2: CCC1(C2=C(COC1=O)C(=O)N3CC4=CC5=C(C=CC(=C5CN(C)C)O)N=C4C3=C2)O.Cl. Cell line: NCI-H226. Synergy scores: CSS=12.5, Synergy_ZIP=-3.53, Synergy_Bliss=-5.46, Synergy_Loewe=-35.1, Synergy_HSA=-5.94.